Task: Predict which catalyst facilitates the given reaction.. Dataset: Catalyst prediction with 721,799 reactions and 888 catalyst types from USPTO (1) Reactant: [C:1]1([CH3:15])[CH:6]=[CH:5][CH:4]=[C:3]([C:7]2[O:11][CH:10]=[N:9][C:8]=2[C:12]([OH:14])=O)[CH:2]=1.[NH2:16][C:17]1[CH:18]=[N:19][N:20]([CH2:22][CH2:23][NH:24][C:25](=[O:31])[O:26][C:27]([CH3:30])([CH3:29])[CH3:28])[CH:21]=1.CCN(C(C)C)C(C)C.CN(C(ON1N=NC2C=CC=NC1=2)=[N+](C)C)C.F[P-](F)(F)(F)(F)F. Product: [C:1]1([CH3:15])[CH:6]=[CH:5][CH:4]=[C:3]([C:7]2[O:11][CH:10]=[N:9][C:8]=2[C:12]([NH:16][C:17]2[CH:18]=[N:19][N:20]([CH2:22][CH2:23][NH:24][C:25](=[O:31])[O:26][C:27]([CH3:29])([CH3:28])[CH3:30])[CH:21]=2)=[O:14])[CH:2]=1. The catalyst class is: 34. (2) Reactant: [F:1][C:2]([CH3:28])([CH3:27])[CH2:3][N:4]1[CH2:9][CH2:8][CH:7]([CH2:10][O:11][C:12]2[N:13]=[CH:14][C:15]([C:18]3[CH:26]=[CH:25][C:21]([C:22](O)=[O:23])=[CH:20][CH:19]=3)=[N:16][CH:17]=2)[CH2:6][CH2:5]1.CCN=C=NCCCN(C)C.C1C=CC2N(O)N=NC=2C=1.CCN(C(C)C)C(C)C.[NH:59]1[CH2:64][CH2:63][CH2:62][C@@H:61]([OH:65])[CH2:60]1. Product: [F:1][C:2]([CH3:28])([CH3:27])[CH2:3][N:4]1[CH2:5][CH2:6][CH:7]([CH2:10][O:11][C:12]2[N:13]=[CH:14][C:15]([C:18]3[CH:19]=[CH:20][C:21]([C:22]([N:59]4[CH2:64][CH2:63][CH2:62][C@@H:61]([OH:65])[CH2:60]4)=[O:23])=[CH:25][CH:26]=3)=[N:16][CH:17]=2)[CH2:8][CH2:9]1. The catalyst class is: 18. (3) Reactant: [Cl:1][C:2]1[CH:7]=[CH:6][C:5]([CH:8]2[CH2:10][O:9]2)=[CH:4][N:3]=1.[NH2:11][CH2:12][CH2:13][OH:14].CCOC(C)=O.C1COCC1. Product: [Cl:1][C:2]1[N:3]=[CH:4][C:5]([CH:8]([OH:9])[CH2:10][NH:11][CH2:12][CH2:13][OH:14])=[CH:6][CH:7]=1. The catalyst class is: 1. (4) Reactant: [C:1]([C:5]1[N:10]=[C:9]([N:11]2[CH2:16][CH2:15][N:14]([CH2:17][CH2:18][CH2:19][CH2:20][N:21]3[CH:26]=[C:25]([CH3:27])[C:24](=S)[NH:23][C:22]3=[O:29])[CH2:13][CH2:12]2)[CH:8]=[C:7]([C:30]([F:33])([F:32])[F:31])[N:6]=1)([CH3:4])([CH3:3])[CH3:2].[NH:34]1[CH2:37][CH2:36][CH2:35]1. Product: [N:34]1([C:24]2[C:25]([CH3:27])=[CH:26][N:21]([CH2:20][CH2:19][CH2:18][CH2:17][N:14]3[CH2:15][CH2:16][N:11]([C:9]4[CH:8]=[C:7]([C:30]([F:33])([F:32])[F:31])[N:6]=[C:5]([C:1]([CH3:4])([CH3:3])[CH3:2])[N:10]=4)[CH2:12][CH2:13]3)[C:22](=[O:29])[N:23]=2)[CH2:37][CH2:36][CH2:35]1. The catalyst class is: 8. (5) Reactant: [CH3:1][O:2][C:3]1[CH:8]=[C:7]([N+:9]([O-:11])=[O:10])[CH:6]=[CH:5][C:4]=1[OH:12].C(=O)([O-])[O-].[K+].[K+].CS(O[C@H:24]1[CH2:28][CH2:27][N:26]([C:29]([O:31][C:32]([CH3:35])([CH3:34])[CH3:33])=[O:30])[CH2:25]1)(=O)=O. Product: [CH3:1][O:2][C:3]1[CH:8]=[C:7]([N+:9]([O-:11])=[O:10])[CH:6]=[CH:5][C:4]=1[O:12][C@@H:28]1[CH2:24][CH2:25][N:26]([C:29]([O:31][C:32]([CH3:35])([CH3:34])[CH3:33])=[O:30])[CH2:27]1. The catalyst class is: 3. (6) Reactant: [Cl:1][C:2]1[N:3]=[C:4]([CH:24]=O)[N:5]([C:17]2[CH:22]=[CH:21][C:20]([F:23])=[CH:19][CH:18]=2)[C:6]=1[C:7]1[C:12]([F:13])=[CH:11][C:10]([O:14][CH3:15])=[CH:9][C:8]=1[F:16].Cl.[NH2:27][OH:28].C(=O)([O-])[O-].[Na+].[Na+]. Product: [Cl:1][C:2]1[N:3]=[C:4]([CH:24]=[N:27][OH:28])[N:5]([C:17]2[CH:22]=[CH:21][C:20]([F:23])=[CH:19][CH:18]=2)[C:6]=1[C:7]1[C:12]([F:13])=[CH:11][C:10]([O:14][CH3:15])=[CH:9][C:8]=1[F:16]. The catalyst class is: 24. (7) Reactant: [N:1]12[CH2:8][CH2:7][CH:4]([CH2:5][CH2:6]1)[C@@H:3]([O:9][C:10]1[N:15]=[CH:14][C:13]([C:16]3[CH:22]=[CH:21][C:19]([NH2:20])=[CH:18][CH:17]=3)=[CH:12][N:11]=1)[CH2:2]2.[C:23]([OH:30])(=[O:29])/[CH:24]=[CH:25]/[C:26]([OH:28])=[O:27]. Product: [C:23]([OH:30])(=[O:29])/[CH:24]=[CH:25]/[C:26]([OH:28])=[O:27].[N:1]12[CH2:6][CH2:5][CH:4]([CH2:7][CH2:8]1)[C@@H:3]([O:9][C:10]1[N:15]=[CH:14][C:13]([C:16]3[CH:22]=[CH:21][C:19]([NH2:20])=[CH:18][CH:17]=3)=[CH:12][N:11]=1)[CH2:2]2.[N:1]12[CH2:6][CH2:5][CH:4]([CH2:7][CH2:8]1)[C@@H:3]([O:9][C:10]1[N:15]=[CH:14][C:13]([C:16]3[CH:22]=[CH:21][C:19]([NH2:20])=[CH:18][CH:17]=3)=[CH:12][N:11]=1)[CH2:2]2. The catalyst class is: 336. (8) Reactant: [Cl:1][C:2]1[N:3]=[CH:4][NH:5][C:6]=1[Cl:7].[OH-].[K+].[Br:10][CH2:11][C:12]([OH:14])=[O:13].Br[CH2:16][CH2:17][C:18]1[CH:27]=[CH:26][C:25]2[C:20](=[CH:21][CH:22]=[CH:23][CH:24]=2)[CH:19]=1.Br. Product: [Br-:10].[C:12]([CH2:11][N:3]1[C:2]([Cl:1])=[C:6]([Cl:7])[N+:5]([CH2:16][CH2:17][C:18]2[CH:27]=[CH:26][C:25]3[C:20](=[CH:21][CH:22]=[CH:23][CH:24]=3)[CH:19]=2)=[CH:4]1)([OH:14])=[O:13]. The catalyst class is: 10. (9) Reactant: [CH2:1]([OH:6])[C:2]([F:5])([F:4])[F:3].[H-].[Na+].[C:9]([C:11]1[CH:12]=[C:13]([S:25]([NH:28][C:29]2[S:30][CH:31]=[CH:32][N:33]=2)(=[O:27])=[O:26])[CH:14]=[CH:15][C:16]=1[O:17][C:18]1[CH:19]=[N:20][C:21](F)=[CH:22][CH:23]=1)#[N:10].[Cl-].[NH4+]. Product: [C:9]([C:11]1[CH:12]=[C:13]([S:25]([NH:28][C:29]2[S:30][CH:31]=[CH:32][N:33]=2)(=[O:26])=[O:27])[CH:14]=[CH:15][C:16]=1[O:17][C:18]1[CH:19]=[N:20][C:21]([O:6][CH2:1][C:2]([F:5])([F:4])[F:3])=[CH:22][CH:23]=1)#[N:10]. The catalyst class is: 3.